Dataset: Peptide-MHC class I binding affinity with 185,985 pairs from IEDB/IMGT. Task: Regression. Given a peptide amino acid sequence and an MHC pseudo amino acid sequence, predict their binding affinity value. This is MHC class I binding data. (1) The peptide sequence is YAMCTNTFV. The MHC is HLA-A02:01 with pseudo-sequence HLA-A02:01. The binding affinity (normalized) is 0.695. (2) The peptide sequence is LPIRYQTPAV. The MHC is HLA-B51:01 with pseudo-sequence HLA-B51:01. The binding affinity (normalized) is 0.511. (3) The MHC is HLA-A25:01 with pseudo-sequence HLA-A25:01. The binding affinity (normalized) is 0.0847. The peptide sequence is AVEDFLAFF. (4) The MHC is HLA-A31:01 with pseudo-sequence HLA-A31:01. The binding affinity (normalized) is 0.0286. The peptide sequence is YQNKVVRVQR.